From a dataset of Full USPTO retrosynthesis dataset with 1.9M reactions from patents (1976-2016). Predict the reactants needed to synthesize the given product. (1) Given the product [N:4]1[CH:5]=[CH:6][CH:7]=[CH:8][C:3]=1[C:1](=[NH:2])[O:13][CH2:11][CH3:12], predict the reactants needed to synthesize it. The reactants are: [C:1]([C:3]1[CH:8]=[CH:7][CH:6]=[CH:5][N:4]=1)#[N:2].[BH4-].[Na+].[CH2:11]([OH:13])[CH3:12]. (2) Given the product [CH3:1][O:2][C:3]1[CH:4]=[CH:5][C:6]([NH:9][C:11]([NH:10][C:13](=[O:14])[O:15][CH2:16][CH3:17])=[S:12])=[N:7][CH:8]=1, predict the reactants needed to synthesize it. The reactants are: [CH3:1][O:2][C:3]1[CH:4]=[CH:5][C:6]([NH2:9])=[N:7][CH:8]=1.[N:10]([C:13]([O:15][CH2:16][CH3:17])=[O:14])=[C:11]=[S:12]. (3) Given the product [CH2:1]([C@@H:8]1[C@@H:16]([O:17][CH2:18][CH2:19][C:20](=[O:22])[CH3:21])[C@H:15]([CH3:23])[O:14][C:13](=[O:24])[C@@H:12]([NH:25][C:26](=[O:32])[O:27][C:28]([CH3:31])([CH3:30])[CH3:29])[CH2:11][O:10][CH2:9]1)[C:2]1[CH:3]=[CH:4][CH:5]=[CH:6][CH:7]=1.[CH2:1]([C@@H:8]1[C@@H:16]([O:17][CH2:18][CH2:19][CH:20]([OH:22])[CH3:21])[C@H:15]([CH3:23])[O:14][C:13](=[O:24])[C@@H:12]([NH:25][C:26](=[O:32])[O:27][C:28]([CH3:29])([CH3:31])[CH3:30])[CH2:11][O:10][CH2:9]1)[C:2]1[CH:3]=[CH:4][CH:5]=[CH:6][CH:7]=1, predict the reactants needed to synthesize it. The reactants are: [CH2:1]([C@@H:8]1[C@@H:16]([O:17]/[CH:18]=[CH:19]/[C:20](=[O:22])[CH3:21])[C@H:15]([CH3:23])[O:14][C:13](=[O:24])[C@@H:12]([NH:25][C:26](=[O:32])[O:27][C:28]([CH3:31])([CH3:30])[CH3:29])[CH2:11][O:10][CH2:9]1)[C:2]1[CH:7]=[CH:6][CH:5]=[CH:4][CH:3]=1. (4) Given the product [NH2:1][C:2]1[C:7]([C:8]#[N:9])=[C:6]([O:10][CH2:11][CH3:12])[N:5]=[C:4]([C:13]([NH:15][CH2:16][C:17]2[CH:22]=[CH:21][C:20]([N:31]3[CH2:32][CH2:33][CH:28]([C:26]([O:25][CH3:24])=[O:27])[CH2:29][CH2:30]3)=[N:19][CH:18]=2)=[O:14])[CH:3]=1, predict the reactants needed to synthesize it. The reactants are: [NH2:1][C:2]1[C:7]([C:8]#[N:9])=[C:6]([O:10][CH2:11][CH3:12])[N:5]=[C:4]([C:13]([NH:15][CH2:16][C:17]2[CH:18]=[N:19][C:20](Cl)=[CH:21][CH:22]=2)=[O:14])[CH:3]=1.[CH3:24][O:25][C:26]([CH:28]1[CH2:33][CH2:32][NH:31][CH2:30][CH2:29]1)=[O:27]. (5) Given the product [Br:32][C:33]1[C:41]2[C:40](=[O:42])[N:39]([CH2:54][CH2:53][C:44]3[CH:45]=[CH:46][C:47]4[C:52](=[CH:51][CH:50]=[CH:49][CH:48]=4)[N:43]=3)[N:38]=[CH:37][C:36]=2[S:35][CH:34]=1, predict the reactants needed to synthesize it. The reactants are: C1C=CC(P(C2C=CC=CC=2)C2C=CC=CC=2)=CC=1.CCOC(/N=N/C(OCC)=O)=O.[Br:32][C:33]1[C:41]2[C:40](=[O:42])[NH:39][N:38]=[CH:37][C:36]=2[S:35][CH:34]=1.[N:43]1[C:52]2[C:47](=[CH:48][CH:49]=[CH:50][CH:51]=2)[CH:46]=[CH:45][C:44]=1[CH2:53][CH2:54]O. (6) Given the product [C:1]([O:11][C:10]1[CH:18]=[CH:17][CH:16]=[C:14]([O:15][C:1](=[O:8])[C:2]2[CH:7]=[CH:6][CH:5]=[CH:4][CH:3]=2)[C:12]=1[O:13][C:1](=[O:8])[C:2]1[CH:7]=[CH:6][CH:5]=[CH:4][CH:3]=1)(=[O:8])[C:2]1[CH:7]=[CH:6][CH:5]=[CH:4][CH:3]=1, predict the reactants needed to synthesize it. The reactants are: [C:1](Cl)(=[O:8])[C:2]1[CH:7]=[CH:6][CH:5]=[CH:4][CH:3]=1.[C:10]1([CH:18]=[CH:17][CH:16]=[C:14]([OH:15])[C:12]=1[OH:13])[OH:11].C(Cl)Cl. (7) Given the product [F:1][C:2]1[C:16]([F:17])=[CH:15][C:5]2[NH:6][C:7]([CH2:9][C@@H:10]3[CH2:14][CH2:13][CH2:12][N:11]3[C:32]([C:26]3[N:27]=[C:28]([CH2:30][OH:31])[S:29][C:25]=3[C:22]3[CH:23]=[CH:24][C:19]([F:18])=[CH:20][CH:21]=3)=[O:33])=[N:8][C:4]=2[CH:3]=1, predict the reactants needed to synthesize it. The reactants are: [F:1][C:2]1[C:16]([F:17])=[CH:15][C:5]2[NH:6][C:7]([CH2:9][C@@H:10]3[CH2:14][CH2:13][CH2:12][NH:11]3)=[N:8][C:4]=2[CH:3]=1.[F:18][C:19]1[CH:24]=[CH:23][C:22]([C:25]2[S:29][C:28]([CH2:30][OH:31])=[N:27][C:26]=2[C:32](O)=[O:33])=[CH:21][CH:20]=1.